This data is from Retrosynthesis with 50K atom-mapped reactions and 10 reaction types from USPTO. The task is: Predict the reactants needed to synthesize the given product. (1) Given the product O=C(O)CCCCCCCOc1nc(-c2ccccc2)c(-c2ccccc2)n1-c1ccccc1, predict the reactants needed to synthesize it. The reactants are: COC(=O)CCCCCCCOc1nc(-c2ccccc2)c(-c2ccccc2)n1-c1ccccc1. (2) Given the product COc1c(F)cccc1[C@H](C)C[C@@](O)(C=Nc1ccc(F)c2[nH]c(=O)ccc12)C(F)(F)F, predict the reactants needed to synthesize it. The reactants are: COc1c(F)cccc1[C@H](C)C[C@@](O)(C=O)C(F)(F)F.Nc1ccc(F)c2[nH]c(=O)ccc12.